This data is from Full USPTO retrosynthesis dataset with 1.9M reactions from patents (1976-2016). The task is: Predict the reactants needed to synthesize the given product. Given the product [Cl:1][C:2]1[CH:3]=[CH:4][C:5]([N:15]2[CH:19]=[C:18]([Cl:20])[N:17]=[N:16]2)=[C:6]([C:8]2[N:13]=[CH:12][N:11]([C@@H:57]3[C:73]4[CH:74]=[C:69]([CH:70]=[C:71]([C:75]([NH2:77])=[O:76])[CH:72]=4)[C:68]4[N:67]([CH:78]([F:80])[F:79])[N:66]=[CH:65][C:64]=4[NH:63][C:62](=[O:81])[C@H:61]([CH3:82])[CH2:60][CH2:59][CH2:58]3)[C:10](=[O:14])[CH:9]=2)[CH:7]=1, predict the reactants needed to synthesize it. The reactants are: [Cl:1][C:2]1[CH:3]=[CH:4][C:5]([N:15]2[CH:19]=[C:18]([Cl:20])[N:17]=[N:16]2)=[C:6]([C:8]2[N:13]=[CH:12][N:11]=[C:10]([OH:14])[CH:9]=2)[CH:7]=1.CN(C(ON1N=NC2C=CC=NC1=2)=[N+](C)C)C.F[P-](F)(F)(F)(F)F.C1CCN2C(=NCCC2)CC1.N[C@@H:57]1[C:73]2[CH:74]=[C:69]([CH:70]=[C:71]([C:75]([NH2:77])=[O:76])[CH:72]=2)[C:68]2[N:67]([CH:78]([F:80])[F:79])[N:66]=[CH:65][C:64]=2[NH:63][C:62](=[O:81])[C@H:61]([CH3:82])[CH2:60][CH2:59][CH2:58]1.